Dataset: Full USPTO retrosynthesis dataset with 1.9M reactions from patents (1976-2016). Task: Predict the reactants needed to synthesize the given product. (1) Given the product [Cl:1][C:2]1[S:3][C:4]([CH2:7][N:8]2[C:9]3=[C:13]([N+:14]([O-:16])=[O:15])[CH:20]4[O:22][CH:17]([N:10]3[CH2:11][CH2:12]2)[CH2:18][CH2:19]4)=[CH:5][N:6]=1, predict the reactants needed to synthesize it. The reactants are: [Cl:1][C:2]1[S:3][C:4]([CH2:7][N:8]2[CH2:12][CH2:11][NH:10][C:9]2=[CH:13][N+:14]([O-:16])=[O:15])=[CH:5][N:6]=1.[CH:17](=[O:22])[CH2:18][CH2:19][CH:20]=O.Cl. (2) Given the product [CH3:19][N:20]([CH3:22])[CH:21]=[C:9]([C:10]1[CH:15]=[CH:14][N:13]=[CH:12][CH:11]=1)[C:8]([C:5]1[CH:6]=[CH:7][C:2]([Cl:1])=[CH:3][CH:4]=1)=[O:16], predict the reactants needed to synthesize it. The reactants are: [Cl:1][C:2]1[CH:7]=[CH:6][C:5]([C:8](=[O:16])[CH2:9][C:10]2[CH:15]=[CH:14][N:13]=[CH:12][CH:11]=2)=[CH:4][CH:3]=1.CO[CH:19](OC)[N:20]([CH3:22])[CH3:21].